Dataset: Catalyst prediction with 721,799 reactions and 888 catalyst types from USPTO. Task: Predict which catalyst facilitates the given reaction. (1) Reactant: [Br:1][C:2]1[CH:3]=[C:4]2[C:9](=[CH:10][C:11]=1[O:12][CH3:13])[N:8]=[C:7]([C:14]1[CH:19]=[CH:18][CH:17]=[C:16]([C:20]([F:23])([F:22])[F:21])[CH:15]=1)[C:6]([CH3:24])=[C:5]2[C:25]([OH:27])=[O:26].[CH3:28]S(C)=O.C(=O)([O-])[O-].[Cs+].[Cs+].CI. Product: [Br:1][C:2]1[CH:3]=[C:4]2[C:9](=[CH:10][C:11]=1[O:12][CH3:13])[N:8]=[C:7]([C:14]1[CH:19]=[CH:18][CH:17]=[C:16]([C:20]([F:23])([F:21])[F:22])[CH:15]=1)[C:6]([CH3:24])=[C:5]2[C:25]([O:27][CH3:28])=[O:26]. The catalyst class is: 6. (2) The catalyst class is: 19. Product: [NH2:13][C@H:9]1[CH2:10][CH2:11][CH2:12][C@@H:7]([N:3]2[CH2:4][CH2:5][CH2:6][C:2]2=[O:1])[CH2:8]1. Reactant: [O:1]=[C:2]1[CH2:6][CH2:5][CH2:4][N:3]1[C@@H:7]1[CH2:12][CH2:11][CH2:10][C@H:9]([NH:13]C(=O)OCC2C=CC=CC=2)[CH2:8]1.CO.C(Cl)Cl. (3) Reactant: [NH2:1][CH2:2][CH2:3][C:4]1[CH:9]=[C:8]([O:10][CH3:11])[C:7]([O:12][CH3:13])=[CH:6][C:5]=1[CH2:14][C:15]#[N:16].[C:17]([O:21][CH2:22][CH3:23])(=[O:20])[CH:18]=[CH2:19].[C:24]([OH:29])(=[O:28])[C:25]([OH:27])=[O:26]. Product: [C:24]([OH:29])(=[O:28])[C:25]([OH:27])=[O:26].[C:2]([CH2:3][C:4]1[CH:9]=[C:8]([O:10][CH3:11])[C:7]([O:12][CH3:13])=[CH:6][C:5]=1[CH2:14][CH2:15][NH:16][CH2:19][CH2:18][C:17]([O:21][CH2:22][CH3:23])=[O:20])#[N:1]. The catalyst class is: 162.